Dataset: Choline transporter screen with 302,306 compounds. Task: Binary Classification. Given a drug SMILES string, predict its activity (active/inactive) in a high-throughput screening assay against a specified biological target. (1) The molecule is Brc1cc(c(OC)cc1)/C=C/C(=O)NCc1cccnc1. The result is 0 (inactive). (2) The drug is Clc1c(C(=O)NC(=O)Nc2cc(ccc2)C(OC)=O)cccc1. The result is 0 (inactive). (3) The compound is Clc1c(nc(S(=O)(=O)Cc2cc(ccc2)C)nc1)C(=O)Nc1sc(nn1)CC. The result is 1 (active). (4) The drug is O=C(NC12CC3CC(C2)CC(C1)C3)NCCc1ccc(OC)cc1. The result is 0 (inactive). (5) The drug is S(=O)(=O)(N1CC(N(CC1)c1cc(ccc1)C)C)c1cc2[nH]c(=O)c(=O)[nH]c2cc1. The result is 0 (inactive). (6) The drug is FC(F)(F)c1nn(c2CCCCc12)c1ccc(cc1)C(=O)NCC. The result is 0 (inactive). (7) The compound is N\1(CCCC1=N\c1c(cc(cc1)C)C#N)Cc1ccccc1. The result is 0 (inactive).